Dataset: Full USPTO retrosynthesis dataset with 1.9M reactions from patents (1976-2016). Task: Predict the reactants needed to synthesize the given product. (1) Given the product [Br:1][C:2]1[CH:10]=[CH:9][CH:8]=[C:7]2[C:3]=1[CH2:4][C:5]([CH:12]([CH3:14])[CH3:13])=[CH:6]2, predict the reactants needed to synthesize it. The reactants are: [Br:1][C:2]1[CH:10]=[CH:9][CH:8]=[C:7]2[C:3]=1[CH2:4][CH:5]([CH:12]([CH3:14])[CH3:13])[C:6]2=O.C1COCC1.CO.[BH4-].[Na+]. (2) Given the product [C:1]([NH:5][C:6](=[O:25])[CH2:7][O:8][C:9]1[CH:10]=[CH:11][C:12]2[O:16][C:15]([NH:17][CH:18]3[CH2:19][CH2:20][N:21]([CH2:66][C:65]4[CH:68]=[C:69]([O:72][CH2:73][CH3:74])[C:70]([F:71])=[C:63]([O:62][CH2:60][CH3:61])[CH:64]=4)[CH2:22][CH2:23]3)=[N:14][C:13]=2[CH:24]=1)([CH3:4])([CH3:2])[CH3:3], predict the reactants needed to synthesize it. The reactants are: [C:1]([NH:5][C:6](=[O:25])[CH2:7][O:8][C:9]1[CH:10]=[CH:11][C:12]2[O:16][C:15]([NH:17][CH:18]3[CH2:23][CH2:22][NH:21][CH2:20][CH2:19]3)=[N:14][C:13]=2[CH:24]=1)([CH3:4])([CH3:3])[CH3:2].C(OC(N1CCC(NC2OC3C=CC(OCC#N)=CC=3N=2)CC1)=O)(C)(C)C.FC(F)(F)C(O)=O.[CH2:60]([O:62][C:63]1[CH:64]=[C:65]([CH:68]=[C:69]([O:72][CH2:73][CH3:74])[C:70]=1[F:71])[CH:66]=O)[CH3:61].C([BH3-])#N.[Na+].C(N(C(C)C)C(C)C)C. (3) Given the product [CH3:31][O:30][C:26]1[CH:25]=[C:24]([C:20]2[N:19]=[C:18]([NH:10][C:6]3[CH:5]=[C:4]4[C:9](=[CH:8][CH:7]=3)[NH:1][N:2]=[CH:3]4)[CH:23]=[CH:22][N:21]=2)[CH:29]=[CH:28][CH:27]=1, predict the reactants needed to synthesize it. The reactants are: [NH:1]1[C:9]2[C:4](=[CH:5][C:6]([N:10]([C:18]3[CH:23]=[CH:22][N:21]=[C:20]([C:24]4[CH:29]=[CH:28][CH:27]=[C:26]([O:30][CH3:31])[CH:25]=4)[N:19]=3)C(=O)OC(C)(C)C)=[CH:7][CH:8]=2)[CH:3]=[N:2]1.C(O)(C(F)(F)F)=O. (4) Given the product [C:38]([O:42][C:43]([N:45]1[C@@H:50]([C@@H:51]([OH:63])[C@@H:52]([NH:62][C:9](=[O:11])/[C:8](/[CH3:12])=[CH:7]/[C:5](=[O:6])[N:4]([CH2:1][CH2:2][CH3:3])[CH2:13][CH2:14][CH3:15])[CH2:53][C:54]2[CH:59]=[C:58]([F:60])[CH:57]=[C:56]([F:61])[CH:55]=2)[CH2:49][O:48][C@@H:47]([CH2:64][O:65][CH:66]2[CH2:71][CH2:70][CH2:69][CH2:68][CH2:67]2)[CH2:46]1)=[O:44])([CH3:41])([CH3:39])[CH3:40], predict the reactants needed to synthesize it. The reactants are: [CH2:1]([N:4]([CH2:13][CH2:14][CH3:15])[C:5](/[CH:7]=[C:8](\[CH3:12])/[C:9]([OH:11])=O)=[O:6])[CH2:2][CH3:3].Cl.CN(C)CCCN=C=NCC.ON1C2C=CC=CC=2N=N1.[C:38]([O:42][C:43]([N:45]1[C@@H:50]([C@@H:51]([OH:63])[C@@H:52]([NH2:62])[CH2:53][C:54]2[CH:59]=[C:58]([F:60])[CH:57]=[C:56]([F:61])[CH:55]=2)[CH2:49][O:48][C@@H:47]([CH2:64][O:65][CH:66]2[CH2:71][CH2:70][CH2:69][CH2:68][CH2:67]2)[CH2:46]1)=[O:44])([CH3:41])([CH3:40])[CH3:39]. (5) Given the product [CH:24]1([CH2:30][NH:31][C:4]2[O:5][C:6]3[CH:12]=[C:11]([O:13][C:14]4[CH:19]=[CH:18][N:17]=[C:16]([C:20]([NH:22][CH3:23])=[O:21])[CH:15]=4)[CH:10]=[CH:9][C:7]=3[N:8]=2)[CH2:29][CH2:28][CH2:27][CH2:26][CH2:25]1, predict the reactants needed to synthesize it. The reactants are: CS([C:4]1[O:5][C:6]2[CH:12]=[C:11]([O:13][C:14]3[CH:19]=[CH:18][N:17]=[C:16]([C:20]([NH:22][CH3:23])=[O:21])[CH:15]=3)[CH:10]=[CH:9][C:7]=2[N:8]=1)=O.[CH:24]1([CH2:30][NH2:31])[CH2:29][CH2:28][CH2:27][CH2:26][CH2:25]1.